From a dataset of Reaction yield outcomes from USPTO patents with 853,638 reactions. Predict the reaction yield, written as a fraction of the theoretical maximum amount of product (1.0 means a 100% yield; for example, 0.34 means a 34% yield). (1) The reactants are C(C1C=CC(C(NC2C=CC(C3C=C4C(CN([C@@H](C(C)C)C(O)=O)C4=O)=CC=3)=NC=2)=O)=CC=1)(C)(C)C.[CH:37]1[C:46]2[C:41](=[CH:42][CH:43]=[CH:44][CH:45]=2)[CH:40]=[CH:39][C:38]=1[C:47]([NH:49][C:50]1[CH:55]=[CH:54][C:53]([C:56]2[CH:64]=[C:63]3[C:59]([CH2:60][N:61]([C@@H:66]([CH:71]([CH3:73])[CH3:72])[C:67]([O:69]C)=[O:68])[C:62]3=[O:65])=[CH:58][CH:57]=2)=[CH:52][C:51]=1[F:74])=[O:48]. No catalyst specified. The product is [CH:37]1[C:46]2[C:41](=[CH:42][CH:43]=[CH:44][CH:45]=2)[CH:40]=[CH:39][C:38]=1[C:47]([NH:49][C:50]1[CH:55]=[CH:54][C:53]([C:56]2[CH:64]=[C:63]3[C:59]([CH2:60][N:61]([C@@H:66]([CH:71]([CH3:72])[CH3:73])[C:67]([OH:69])=[O:68])[C:62]3=[O:65])=[CH:58][CH:57]=2)=[CH:52][C:51]=1[F:74])=[O:48]. The yield is 0.690. (2) The reactants are [F:1][C:2]1[C:10]2[CH2:9][CH2:8][CH2:7][CH2:6][C:5]=2[N:4]2[CH2:11][CH2:12][N:13]([C:16]3[N:23]=[CH:22][CH:21]=[C:20]([C:24]4[CH:29]=[C:28]([NH:30][C:31]5[CH:36]=[CH:35][N:34]=[CH:33][N:32]=5)[C:27](=[O:37])[N:26]([CH3:38])[N:25]=4)[C:17]=3[CH:18]=[O:19])[C:14](=[O:15])[C:3]=12.[BH4-].[Na+].CO. The catalyst is O. The product is [F:1][C:2]1[C:10]2[CH2:9][CH2:8][CH2:7][CH2:6][C:5]=2[N:4]2[CH2:11][CH2:12][N:13]([C:16]3[C:17]([CH2:18][OH:19])=[C:20]([C:24]4[CH:29]=[C:28]([NH:30][C:31]5[CH:36]=[CH:35][N:34]=[CH:33][N:32]=5)[C:27](=[O:37])[N:26]([CH3:38])[N:25]=4)[CH:21]=[CH:22][N:23]=3)[C:14](=[O:15])[C:3]=12. The yield is 0.680. (3) The reactants are [CH3:1][C:2]1[CH:7]=[CH:6][C:5]([N+:8]([O-:10])=[O:9])=[CH:4][C:3]=1[NH:11][C:12]1[N:17]=[C:16]([C:18]2[CH:19]=[N:20][CH:21]=[CH:22][CH:23]=2)[C:15](C(OCC)=O)=[CH:14][N:13]=1.C(=O)([O-])[O-].[K+].[K+].O. The catalyst is C(O)C. The product is [CH3:1][C:2]1[CH:7]=[CH:6][C:5]([N+:8]([O-:10])=[O:9])=[CH:4][C:3]=1[NH:11][C:12]1[N:17]=[C:16]([C:18]2[CH:19]=[N:20][CH:21]=[CH:22][CH:23]=2)[CH:15]=[CH:14][N:13]=1. The yield is 0.800. (4) The reactants are [CH:1]([C:3]1[CH:8]=[CH:7][C:6]([N:9]2[CH2:14][CH2:13][CH:12]([NH:15][C:16](=[O:23])[C:17]3[CH:22]=[CH:21][CH:20]=[CH:19][CH:18]=3)[CH2:11][CH2:10]2)=[CH:5][CH:4]=1)=O.OS([O-])=O.[Na+].CC1C=CC(S(O)(=O)=O)=CC=1.[NH2:40][C:41]1[CH:49]=[C:48]([O:50][CH3:51])[CH:47]=[C:46]([O:52][CH3:53])[C:42]=1[C:43]([NH2:45])=[O:44]. The catalyst is CC(N(C)C)=O. The product is [CH3:53][O:52][C:46]1[CH:47]=[C:48]([O:50][CH3:51])[CH:49]=[C:41]2[C:42]=1[C:43](=[O:44])[NH:45][C:1]([C:3]1[CH:4]=[CH:5][C:6]([N:9]3[CH2:10][CH2:11][CH:12]([NH:15][C:16](=[O:23])[C:17]4[CH:18]=[CH:19][CH:20]=[CH:21][CH:22]=4)[CH2:13][CH2:14]3)=[CH:7][CH:8]=1)=[N:40]2. The yield is 0.100. (5) The reactants are CC1(C)CCCC(C)(C)N1.[CH2:11]([Li])[CH2:12][CH2:13][CH3:14].C1(N=C[C:24]2[CH:29]=[CH:28][CH:27]=[C:26]([O:30]C)C=2)CCCCC1.ICC.[NH4+].[Cl-].Cl.C1C[O:41][CH2:40]C1. The catalyst is O. The product is [CH2:13]([C:12]1[C:11]([O:41][CH3:40])=[CH:24][CH:29]=[CH:28][C:27]=1[CH:26]=[O:30])[CH3:14]. The yield is 0.630. (6) The reactants are [F:1][C@@H:2]1[CH2:7][CH2:6][NH:5][CH2:4][C@H:3]1[NH:8][P:9](=[O:16])([O:13][CH2:14][CH3:15])[O:10][CH2:11][CH3:12].[CH:17](=O)[C:18]1[CH:23]=[CH:22][CH:21]=[CH:20][CH:19]=1.C(O)(=O)C.[BH3-]C#N.[Na+]. The catalyst is CO. The product is [CH2:17]([N:5]1[CH2:6][CH2:7][C@@H:2]([F:1])[C@H:3]([NH:8][P:9](=[O:16])([O:13][CH2:14][CH3:15])[O:10][CH2:11][CH3:12])[CH2:4]1)[C:18]1[CH:23]=[CH:22][CH:21]=[CH:20][CH:19]=1. The yield is 0.990. (7) The catalyst is CN1C(=O)CCC1. The yield is 0.850. The reactants are Br[C:2]1[CH:7]=[C:6]([O:8][CH2:9][C:10]([F:13])([F:12])[F:11])[C:5]([C:14]([F:17])([F:16])[F:15])=[CH:4][C:3]=1[N+:18]([O-:20])=[O:19].[C:21]([Cu])#[N:22].Cl. The product is [N+:18]([C:3]1[CH:4]=[C:5]([C:14]([F:17])([F:16])[F:15])[C:6]([O:8][CH2:9][C:10]([F:13])([F:12])[F:11])=[CH:7][C:2]=1[C:21]#[N:22])([O-:20])=[O:19]. (8) The reactants are P(Br)(Br)([Br:3])=O.C[N:7]([CH:9]=O)[CH3:8].[CH3:11][O:12][C:13]1[CH:14]=[C:15]2C(=[CH:20][CH:21]=1)N[C:17](=[O:22])[CH2:16]2.C([O-])(O)=O.[Na+]. The catalyst is C(Cl)Cl. The product is [Br:3][C:9]1[NH:7][C:8]2[C:15]([C:16]=1[CH:17]=[O:22])=[CH:14][C:13]([O:12][CH3:11])=[CH:21][CH:20]=2. The yield is 0.450. (9) The reactants are [F:1][C:2]1[CH:7]=[CH:6][C:5]([S:8]([NH:11][C:12]2[CH:13]=[C:14]3[C:18](=[CH:19][CH:20]=2)[N:17]([CH3:21])[CH:16]=[C:15]3[CH:22]2[CH2:27][CH2:26][NH:25][CH2:24][CH2:23]2)(=[O:10])=[O:9])=[CH:4][CH:3]=1.[F:28][C:29]([F:37])([F:36])[C@H:30]([OH:35])[CH2:31][C:32](O)=[O:33].CN(CCCN=C=N)C.ON1C2C=CC=CC=2N=N1.C(N(CC)CC)C. The catalyst is CN(C=O)C. The product is [F:1][C:2]1[CH:7]=[CH:6][C:5]([S:8]([NH:11][C:12]2[CH:13]=[C:14]3[C:18](=[CH:19][CH:20]=2)[N:17]([CH3:21])[CH:16]=[C:15]3[CH:22]2[CH2:27][CH2:26][N:25]([C:32](=[O:33])[CH2:31][C@@H:30]([OH:35])[C:29]([F:37])([F:36])[F:28])[CH2:24][CH2:23]2)(=[O:9])=[O:10])=[CH:4][CH:3]=1. The yield is 0.810. (10) The reactants are [NH2:1][CH2:2][CH2:3][CH2:4][CH2:5][C:6]([CH3:15])([C:9]1[CH:14]=[CH:13][CH:12]=[CH:11][CH:10]=1)[CH2:7][OH:8].[N:16]([CH2:19][CH2:20][CH2:21][C:22]([CH3:32])([CH3:31])[CH2:23][O:24]C1CCCCO1)=[C:17]=[O:18]. The catalyst is C(Cl)Cl. The product is [OH:24][CH2:23][C:22]([CH3:32])([CH3:31])[CH2:21][CH2:20][CH2:19][NH:16][C:17]([NH:1][CH2:2][CH2:3][CH2:4][CH2:5][C:6]([CH3:15])([C:9]1[CH:10]=[CH:11][CH:12]=[CH:13][CH:14]=1)[CH2:7][OH:8])=[O:18]. The yield is 1.02.